This data is from Forward reaction prediction with 1.9M reactions from USPTO patents (1976-2016). The task is: Predict the product of the given reaction. (1) Given the reactants [N:1]1([C:6]2[CH2:11][CH2:10][C:9]([CH3:13])([CH3:12])[CH:8]([NH2:14])[CH:7]=2)[CH:5]=[CH:4][N:3]=[CH:2]1.CS(C)=O.F[C:20]1[CH:25]=[CH:24][C:23]([N+:26]([O-:28])=[O:27])=[C:22]([C:29]([F:32])([F:31])[F:30])[CH:21]=1.CCN(C(C)C)C(C)C, predict the reaction product. The product is: [N:1]1([C:6]2[CH2:11][CH2:10][C:9]([CH3:12])([CH3:13])[CH:8]([NH:14][C:20]3[CH:25]=[CH:24][C:23]([N+:26]([O-:28])=[O:27])=[C:22]([C:29]([F:30])([F:32])[F:31])[CH:21]=3)[CH:7]=2)[CH:5]=[CH:4][N:3]=[CH:2]1. (2) Given the reactants [CH2:1]([C:4]1[NH:5][C:6](=[O:15])[N:7]([C:9]2[CH:14]=[CH:13][CH:12]=[CH:11]N=2)[N:8]=1)CC.[H-].[Na+].[Br:18][C:19]1[CH:30]=[CH:29][C:22]([CH2:23]OS(C)(=O)=O)=[CH:21][C:20]=1[CH3:31].O.[CH3:33]N(C)C=O, predict the reaction product. The product is: [Br:18][C:19]1[CH:30]=[CH:29][C:22]([CH2:23][N:5]2[C:4]([CH3:1])=[N:8][N:7]([C:9]3[CH:14]=[CH:13][CH:12]=[CH:11][CH:33]=3)[C:6]2=[O:15])=[CH:21][C:20]=1[CH3:31]. (3) Given the reactants O[CH:2]1[C:11]2[C:6](=[CH:7][CH:8]=[CH:9][CH:10]=2)[CH:5]([C:12]([O:14][CH3:15])=[O:13])[CH2:4][CH2:3]1.P(Br)(Br)[Br:17], predict the reaction product. The product is: [Br:17][CH:2]1[C:11]2[C:6](=[CH:7][CH:8]=[CH:9][CH:10]=2)[CH:5]([C:12]([O:14][CH3:15])=[O:13])[CH2:4][CH2:3]1. (4) Given the reactants Cl[C:2]1[CH:7]=[C:6]([C:8]2[NH:16][C:15]3[CH2:14][CH2:13][NH:12][C:11](=[O:17])[C:10]=3[C:9]=2[N+:18]([O-:20])=[O:19])[CH:5]=[CH:4][N:3]=1.C(=O)([O-])[O-].[Cs+].[Cs+].[CH3:27][N:28]([CH3:31])C=O, predict the reaction product. The product is: [N+:18]([C:9]1[C:10]2[C:11](=[O:17])[NH:12][CH2:13][CH2:14][C:15]=2[NH:16][C:8]=1[C:6]1[CH:5]=[CH:4][N:3]=[C:2]([C:15]2[CH:27]=[N:28][C:31]3[C:9]([CH:10]=2)=[CH:8][CH:6]=[CH:5][CH:4]=3)[CH:7]=1)([O-:20])=[O:19]. (5) The product is: [CH3:8][C:5]1[CH:4]=[CH:3][C:2]([Sn:18]([CH2:19][CH2:20][CH2:21][CH3:22])([CH2:23][CH2:24][CH2:25][CH3:26])[CH2:14][CH2:15][CH2:16][CH3:17])=[CH:7][N:6]=1. Given the reactants Br[C:2]1[CH:3]=[CH:4][C:5]([CH3:8])=[N:6][CH:7]=1.C([Li])CCC.[CH2:14]([Sn:18](Cl)([CH2:23][CH2:24][CH2:25][CH3:26])[CH2:19][CH2:20][CH2:21][CH3:22])[CH2:15][CH2:16][CH3:17], predict the reaction product. (6) Given the reactants [Cl:1][C:2]1[CH:3]=[CH:4][C:5]([OH:18])=[C:6]([CH2:8][C:9]2[N:14]=[C:13]([C:15]([OH:17])=[O:16])[CH:12]=[CH:11][CH:10]=2)[CH:7]=1.ClC(Cl)(Cl)C(=N)O[C:23]([CH3:26])([CH3:25])[CH3:24], predict the reaction product. The product is: [Cl:1][C:2]1[CH:3]=[CH:4][C:5]([O:18][C:23]([CH3:26])([CH3:25])[CH3:24])=[C:6]([CH2:8][C:9]2[N:14]=[C:13]([C:15]([OH:17])=[O:16])[CH:12]=[CH:11][CH:10]=2)[CH:7]=1. (7) Given the reactants [F:1][C:2]1[CH:7]=[CH:6][C:5]([F:8])=[CH:4][C:3]=1[C:9]1[CH:14]=[C:13]([N:15]2[C:19]3[CH:20]=[CH:21][C:22]([C:24]4[CH:25]=[N:26][N:27]([CH2:29][CH2:30][N:31]5[CH2:36][CH2:35][O:34][CH2:33][CH2:32]5)[CH:28]=4)=[CH:23][C:18]=3[N:17]=[CH:16]2)[CH:12]=[C:11]([NH:37]C(=O)C)[CH:10]=1.[CH:41]1([S:44](Cl)(=[O:46])=[O:45])[CH2:43][CH2:42]1, predict the reaction product. The product is: [F:1][C:2]1[CH:7]=[CH:6][C:5]([F:8])=[CH:4][C:3]=1[C:9]1[CH:14]=[C:13]([N:15]2[C:19]3[CH:20]=[CH:21][C:22]([C:24]4[CH:25]=[N:26][N:27]([CH2:29][CH2:30][N:31]5[CH2:36][CH2:35][O:34][CH2:33][CH2:32]5)[CH:28]=4)=[CH:23][C:18]=3[N:17]=[CH:16]2)[CH:12]=[C:11]([NH:37][S:44]([CH:41]2[CH2:43][CH2:42]2)(=[O:46])=[O:45])[CH:10]=1. (8) Given the reactants [CH3:1][C:2]1([CH3:47])[O:7][C:6]2[CH:8]=[CH:9][C:10]([C@H:12]3[O:16][C:15](=[O:17])[N:14]([CH2:18][CH2:19][CH2:20][CH2:21][CH2:22][CH2:23][O:24][CH2:25][CH2:26][O:27][CH2:28][C:29]4[CH:30]=[C:31]([NH:35][C:36](=[O:46])[C:37]5[CH:42]=[CH:41][CH:40]=[C:39]([N+:43]([O-])=O)[CH:38]=5)[CH:32]=[CH:33][CH:34]=4)[CH2:13]3)=[CH:11][C:5]=2[CH2:4][O:3]1, predict the reaction product. The product is: [NH2:43][C:39]1[CH:38]=[C:37]([CH:42]=[CH:41][CH:40]=1)[C:36]([NH:35][C:31]1[CH:32]=[CH:33][CH:34]=[C:29]([CH2:28][O:27][CH2:26][CH2:25][O:24][CH2:23][CH2:22][CH2:21][CH2:20][CH2:19][CH2:18][N:14]2[CH2:13][C@@H:12]([C:10]3[CH:9]=[CH:8][C:6]4[O:7][C:2]([CH3:47])([CH3:1])[O:3][CH2:4][C:5]=4[CH:11]=3)[O:16][C:15]2=[O:17])[CH:30]=1)=[O:46]. (9) Given the reactants [CH3:1][C:2]1[C:7]([C:8]([OH:10])=O)=[C:6]([SH:11])[CH:5]=[CH:4][CH:3]=1.[C:12]([C:14]1[CH:19]=[CH:18][CH:17]=[CH:16][N:15]=1)#[N:13], predict the reaction product. The product is: [CH3:1][C:2]1[C:7]2[C:8](=[O:10])[N:13]=[C:12]([C:14]3[CH:19]=[CH:18][CH:17]=[CH:16][N:15]=3)[S:11][C:6]=2[CH:5]=[CH:4][CH:3]=1. (10) Given the reactants [NH:1]1[CH:5]=[C:4]([C:6]([OH:8])=[O:7])[CH:3]=[N:2]1.[O:9]1[CH:14]=[CH:13][CH2:12][CH2:11][CH2:10]1, predict the reaction product. The product is: [O:9]1[CH2:14][CH2:13][CH2:12][CH2:11][CH:10]1[N:1]1[CH:5]=[C:4]([C:6]([OH:8])=[O:7])[CH:3]=[N:2]1.